Predict which catalyst facilitates the given reaction. From a dataset of Catalyst prediction with 721,799 reactions and 888 catalyst types from USPTO. (1) Reactant: [NH2:1][C:2]1[C:3](Cl)=[N:4][C:5]2[C:10]([N:11]=1)=[CH:9][C:8]([CH3:12])=[CH:7][CH:6]=2.[CH3:14][O-:15].[Na+]. Product: [NH2:1][C:2]1[C:3]([O:15][CH3:14])=[N:4][C:5]2[C:10]([N:11]=1)=[CH:9][C:8]([CH3:12])=[CH:7][CH:6]=2. The catalyst class is: 83. (2) Reactant: [C:1]([CH:3]([CH:7]1[C:11]([Cl:12])=[C:10](Cl)C(=O)O1)[C:4]([NH2:6])=[O:5])#[N:2].[NH2:15][CH2:16][C:17]1[CH:18]=[C:19]([S:23]([N:26]([CH3:28])[CH3:27])(=[O:25])=[O:24])[CH:20]=[CH:21][CH:22]=1.C(=O)([O-])[O-].[K+].[K+]. Product: [ClH:12].[Cl:12][C:11]1[CH:7]=[C:3]([C:4]([NH2:6])=[O:5])[C:1](=[NH:2])[N:15]([CH2:16][C:17]2[CH:22]=[CH:21][CH:20]=[C:19]([S:23](=[O:25])(=[O:24])[N:26]([CH3:27])[CH3:28])[CH:18]=2)[CH:10]=1. The catalyst class is: 8. (3) Reactant: Cl[C:2]1[C:11]2[C:6](=[CH:7][C:8]([O:14][CH3:15])=[C:9]([O:12][CH3:13])[CH:10]=2)[N:5]=[CH:4][C:3]=1[C:16]([NH2:18])=[O:17].[NH2:19][C:20]1[C:21]([CH3:27])=[C:22]([OH:26])[CH:23]=[CH:24][CH:25]=1.C(O)(=O)C.C([O-])(O)=O.[Na+]. Product: [OH:26][C:22]1[C:21]([CH3:27])=[C:20]([CH:25]=[CH:24][CH:23]=1)[NH:19][C:2]1[C:11]2[C:6](=[CH:7][C:8]([O:14][CH3:15])=[C:9]([O:12][CH3:13])[CH:10]=2)[N:5]=[CH:4][C:3]=1[C:16]([NH2:18])=[O:17]. The catalyst class is: 18. (4) Reactant: [Br:1][C:2]1[CH:3]=[CH:4][C:5]([CH2:8][N:9]2[C:18]3[C:13](=[CH:14][CH:15]=[CH:16][CH:17]=3)/[C:12](=[N:19]/[NH:20][C:21]([O:23]C(C)(C)C)=O)/[C:11](C(OCC)=O)=[CH:10]2)=[N:6][CH:7]=1.Cl. Product: [Br:1][C:2]1[CH:3]=[CH:4][C:5]([CH2:8][N:9]2[C:18]3[CH:17]=[CH:16][CH:15]=[CH:14][C:13]=3[C:12]3=[N:19][NH:20][C:21](=[O:23])[C:11]3=[CH:10]2)=[N:6][CH:7]=1. The catalyst class is: 11. (5) Reactant: [CH2:1]([O:8][C:9]1[CH:10]=[C:11]([CH2:16][C@H:17]([NH:22][C:23](=[O:36])[C@@H:24]([NH:26][C:27](=[O:35])[CH2:28][N:29]2[CH2:34][CH2:33][O:32][CH2:31][CH2:30]2)[CH3:25])[C:18]([O:20]C)=[O:19])[CH:12]=[CH:13][C:14]=1[CH3:15])[C:2]1[CH:7]=[CH:6][CH:5]=[CH:4][CH:3]=1.[OH-].[Li+].O. Product: [CH2:1]([O:8][C:9]1[CH:10]=[C:11]([CH2:16][C@H:17]([NH:22][C:23](=[O:36])[C@@H:24]([NH:26][C:27](=[O:35])[CH2:28][N:29]2[CH2:34][CH2:33][O:32][CH2:31][CH2:30]2)[CH3:25])[C:18]([OH:20])=[O:19])[CH:12]=[CH:13][C:14]=1[CH3:15])[C:2]1[CH:3]=[CH:4][CH:5]=[CH:6][CH:7]=1. The catalyst class is: 90. (6) Reactant: [Cl:1][C:2]1[CH:11]=[C:10]2[C:5]([C:6]([NH:12][CH:13]([CH3:23])[CH2:14][CH2:15][CH2:16][N:17]([CH2:21][CH3:22])[CH2:18][CH2:19][OH:20])=[CH:7][CH:8]=[N:9]2)=[CH:4][CH:3]=1.[C:24](Cl)(=[O:42])[CH2:25][CH2:26][CH2:27][CH2:28][CH2:29][CH2:30][CH2:31]/[CH:32]=[CH:33]/[CH2:34][CH2:35][CH2:36][CH2:37][CH2:38][CH2:39][CH2:40][CH3:41].CO. Product: [Cl:1][C:2]1[CH:11]=[C:10]2[C:5]([C:6]([NH:12][CH:13]([CH3:23])[CH2:14][CH2:15][CH2:16][N:17]([CH2:21][CH3:22])[CH2:18][CH2:19][O:20][C:24](=[O:42])[CH2:25][CH2:26][CH2:27][CH2:28][CH2:29][CH2:30][CH2:31]/[CH:32]=[CH:33]/[CH2:34][CH2:35][CH2:36][CH2:37][CH2:38][CH2:39][CH2:40][CH3:41])=[CH:7][CH:8]=[N:9]2)=[CH:4][CH:3]=1. The catalyst class is: 4. (7) Reactant: Cl.[NH2:2][C:3]1[CH:7]=[CH:6][NH:5][C:4]=1[C:8]([O:10][CH2:11][CH3:12])=[O:9].C(N(CC)CC)C.[C:20](Cl)(=[O:22])[CH3:21]. Product: [C:20]([NH:2][C:3]1[CH:7]=[CH:6][NH:5][C:4]=1[C:8]([O:10][CH2:11][CH3:12])=[O:9])(=[O:22])[CH3:21]. The catalyst class is: 2.